Dataset: Peptide-MHC class I binding affinity with 185,985 pairs from IEDB/IMGT. Task: Regression. Given a peptide amino acid sequence and an MHC pseudo amino acid sequence, predict their binding affinity value. This is MHC class I binding data. (1) The peptide sequence is SCINGQCPY. The MHC is HLA-A68:02 with pseudo-sequence HLA-A68:02. The binding affinity (normalized) is 0.0847. (2) The peptide sequence is FPRDPVSTF. The MHC is HLA-A02:01 with pseudo-sequence HLA-A02:01. The binding affinity (normalized) is 0.0847. (3) The peptide sequence is FLWEWASARF. The MHC is Patr-A0401 with pseudo-sequence Patr-A0401. The binding affinity (normalized) is 0.658. (4) The peptide sequence is ATSSFREKSR. The MHC is HLA-A03:01 with pseudo-sequence HLA-A03:01. The binding affinity (normalized) is 0.623. (5) The peptide sequence is LLQAIGAAA. The MHC is HLA-B53:01 with pseudo-sequence HLA-B53:01. The binding affinity (normalized) is 0.213. (6) The peptide sequence is EALLLRVY. The MHC is Mamu-A02 with pseudo-sequence Mamu-A02. The binding affinity (normalized) is 0.0372. (7) The binding affinity (normalized) is 0.0258. The MHC is H-2-Kb with pseudo-sequence H-2-Kb. The peptide sequence is FQPQNGFFI. (8) The peptide sequence is IVDCLTEMYY. The MHC is HLA-C04:01 with pseudo-sequence HLA-C04:01. The binding affinity (normalized) is 0.0847. (9) The peptide sequence is IRFRYCAPPG. The MHC is Mamu-B08 with pseudo-sequence Mamu-B08. The binding affinity (normalized) is 0.371.